This data is from Reaction yield outcomes from USPTO patents with 853,638 reactions. The task is: Predict the reaction yield, written as a fraction of the theoretical maximum amount of product (1.0 means a 100% yield; for example, 0.34 means a 34% yield). (1) The reactants are [CH2:1]([C:3]1[N:4]=[C:5]([NH2:8])[S:6][CH:7]=1)[CH3:2].[Cl:9][C:10]1[C:11]([CH3:20])=[C:12]([S:16](Cl)(=[O:18])=[O:17])[CH:13]=[CH:14][CH:15]=1. The product is [Cl:9][C:10]1[C:11]([CH3:20])=[C:12]([S:16]([NH:8][C:5]2[S:6][CH:7]=[C:3]([CH2:1][CH3:2])[N:4]=2)(=[O:18])=[O:17])[CH:13]=[CH:14][CH:15]=1. The yield is 0.170. No catalyst specified. (2) The reactants are CC([O-:5])(C)C.[K+].[C:7]1([CH:13]([C:15]([CH:17]2[CH2:22][CH2:21][CH2:20][CH2:19][CH2:18]2)=O)[CH3:14])[CH:12]=[CH:11][CH:10]=[CH:9][CH:8]=1.[CH2:23](Br)[CH:24]=[CH2:25]. The catalyst is C1COCC1. The product is [C:7]1([C:13]2([CH3:14])[CH2:15][CH:17]([C:22](=[O:5])[CH:21]=[CH:20][CH2:19][CH3:18])[CH2:25][CH2:24][CH2:23]2)[CH:8]=[CH:9][CH:10]=[CH:11][CH:12]=1. The yield is 0.916. (3) The reactants are [CH2:1]([N:3]([CH2:20][CH3:21])[CH2:4][CH2:5][NH:6][C:7]([C:9]1[CH:18]=CC2C(=CC=C(I)C=2)C=1)=[O:8])[CH3:2].[I:22][C:23]1[CH:24]=[CH:25][C:26]2[N:27](C=C(C(OCC)=O)[N:31]=2)[CH:28]=1.ClCCl.C(O)C.IC1C2C=C(C(OC)=O)SC=2C=CC=1. The catalyst is C(Cl)(Cl)(Cl)Cl. The product is [CH2:20]([N:3]([CH2:1][CH3:2])[CH2:4][CH2:5][NH:6][C:7]([C:9]1[N:31]=[C:26]2[CH:25]=[CH:24][C:23]([I:22])=[CH:28][N:27]2[CH:18]=1)=[O:8])[CH3:21]. The yield is 0.830. (4) The reactants are F[C:2]1[CH:9]=[CH:8][C:7]([F:10])=[CH:6][C:3]=1[C:4]#[N:5].[Na].[NH:12]1[CH:16]=[N:15][CH:14]=[N:13]1. The catalyst is CN(C)C=O.C(Cl)Cl. The product is [F:10][C:7]1[CH:8]=[CH:9][C:2]([N:12]2[CH:16]=[N:15][CH:14]=[N:13]2)=[C:3]([CH:6]=1)[C:4]#[N:5]. The yield is 0.490. (5) The reactants are Cl.[CH2:2]([O:4][CH2:5][C:6]([OH:8])=O)[CH3:3].[CH2:9]([C@H:16]1[CH2:20][NH:19][C@H:18]([C:21]([NH:23][C:24]2[CH:29]=[CH:28][C:27]([O:30][C:31]3[CH:36]=[CH:35][C:34]([F:37])=[CH:33][CH:32]=3)=[CH:26][CH:25]=2)=[O:22])[CH2:17]1)[C:10]1[CH:15]=[CH:14][CH:13]=[CH:12][CH:11]=1. No catalyst specified. The product is [CH2:9]([C@H:16]1[CH2:20][N:19]([C:6](=[O:8])[CH2:5][O:4][CH2:2][CH3:3])[C@H:18]([C:21]([NH:23][C:24]2[CH:29]=[CH:28][C:27]([O:30][C:31]3[CH:32]=[CH:33][C:34]([F:37])=[CH:35][CH:36]=3)=[CH:26][CH:25]=2)=[O:22])[CH2:17]1)[C:10]1[CH:11]=[CH:12][CH:13]=[CH:14][CH:15]=1. The yield is 0.329. (6) The reactants are [CH2:1]([N:5]1[C:13]2[C:12](=[O:14])[NH:11][C:10](=[O:15])[N:9]([CH3:16])[C:8]=2[N:7]=[C:6]1[S:17][CH:18]([CH2:24][CH3:25])[C:19](OCC)=[O:20])[CH2:2][CH2:3][CH3:4].[NH3:26]. The catalyst is CO. The product is [CH2:1]([N:5]1[C:13]2[C:12](=[O:14])[NH:11][C:10](=[O:15])[N:9]([CH3:16])[C:8]=2[N:7]=[C:6]1[S:17][CH:18]([CH2:24][CH3:25])[C:19]([NH2:26])=[O:20])[CH2:2][CH2:3][CH3:4]. The yield is 0.820.